This data is from Reaction yield outcomes from USPTO patents with 853,638 reactions. The task is: Predict the reaction yield, written as a fraction of the theoretical maximum amount of product (1.0 means a 100% yield; for example, 0.34 means a 34% yield). The reactants are [C:1](=O)([O-])[O-].[K+].[K+].[Cl:7][C:8]1[CH:9]=[C:10]([O:15][C:16]2[CH:21]=[CH:20][CH:19]=[CH:18][CH:17]=2)[C:11]([OH:14])=[N:12][CH:13]=1.[CH3:22][O:23][C:24](=[O:43])[CH2:25][CH2:26][C:27]1[CH:32]=[CH:31][C:30]([O:33][CH2:34][CH2:35][C@@H:36](OS(C)(=O)=O)[CH3:37])=[CH:29][CH:28]=1. The catalyst is CN(C=O)C. The product is [CH3:22][O:23][C:24](=[O:43])[CH2:25][CH2:26][C:27]1[CH:32]=[CH:31][C:30]([O:33][CH2:34][CH2:35][C@@H:36]([O:14][C:11]2[C:10]([O:15][C:16]3[CH:21]=[CH:20][CH:19]=[CH:18][CH:17]=3)=[CH:9][C:8]([Cl:7])=[CH:13][N:12]=2)[CH3:37])=[CH:29][C:28]=1[CH3:1]. The yield is 0.310.